From a dataset of Experimentally validated miRNA-target interactions with 360,000+ pairs, plus equal number of negative samples. Binary Classification. Given a miRNA mature sequence and a target amino acid sequence, predict their likelihood of interaction. (1) The miRNA is dme-miR-263b-5p with sequence CUUGGCACUGGGAGAAUUCAC. The protein sequence of the target gene is MMCSSKNLLLAALMSVLLLHFCSKSEASNFDCCLRYTERILHPSILVGFTQQLANEACDINAVVFYTRKKLAVCADPKKKWVKQVVHMLSQRVKRM. Result: 0 (no interaction). (2) The miRNA is hsa-miR-6868-5p with sequence ACUGGCAGAACACUGAAGCAGC. The protein sequence of the target gene is MVSSPCTQASSRTCSRILGLSLGTAALFAAGANVALLLPNWDVTYLLRGLLGRHAMLGTGLWGGGLMVLTAAILISLMGWRYGCFSKSGLCRSVLTALLSGGLALLGALICFVTSGVALKDGPFCMFDVSSFNQTQAWKYGYPFKDLHSRNYLYDRSLWNSVCLEPSAAVVWHVSLFSALLCISLLQLLLVVVHVINSLLGLFCSLCEK. Result: 0 (no interaction). (3) The miRNA is hsa-miR-513c-5p with sequence UUCUCAAGGAGGUGUCGUUUAU. The protein sequence of the target gene is MAGLAARLVLLAGAAALASGSQGDREPVYRDCVLQCEEQNCSGGALNHFRSRQPIYMSLAGWTCRDDCKYECMWVTVGLYLQEGHKVPQFHGKWPFSRFLFFQEPASAVASFLNGLASLVMLCRYRTFVPASSPMYHTCVAFAWVSLNAWFWSTVFHTRDTDLTEKMDYFCASTVILHSIYLCCVRTVGLQHPAVVSAFRALLLLMLTVHVSYLSLIRFDYGYNLVANVAIGLVNVVWWLAWCLWNQRRLPHVRKCVVVVLLLQGLSLLELLDFPPLFWVLDAHAIWHISTIPVHVLFFS.... Result: 1 (interaction). (4) The miRNA is hsa-miR-5584-5p with sequence CAGGGAAAUGGGAAGAACUAGA. The protein sequence of the target gene is MSDYNTGGPPPGPPPPAGGGGGAAGAGGGPPPGPPGAGDRGGGGPGGGGPGGGGASGGPSQPPGGGGPGIRKDAFADAVQRARQIAAKIGGDAATTVNNNTPDFGFGGQKRQLEDGDQPDSKKLASQGDSIGSQLGPIHPPPRTSMTEEYRVPDGMVGLIIGRGGEQINKIQQDSGCKVQISPDSGGLPERSVSLTGAPESVQKAKMMLDDIVSRGRGGPPGQFHDNANGGQNGTVQEIMIPAGKAGLVIGKGGETIKQLQERAGVKMILIQDGSQNTNVDKPLRIIGDPYKVQQACEMV.... Result: 0 (no interaction). (5) The miRNA is hsa-miR-892b with sequence CACUGGCUCCUUUCUGGGUAGA. The protein sequence of the target gene is MVKETTYYDVLGVKPNATQEELKKAYRKLALKYHPDKNPNEGEKFKQISQAYEVLADSKKRELYDKGGEQAIKEGGAGGGFGSPMDIFDMFFGGGGRMQRERRGKNVVHQLSVTLEDLYNGATRKLALQKNVICDKCEGRGGKKGAVECCPNCRGTGMQIRIHQIGPGMVQQIQSVCMECQGHGERISPKDRCKSCNGRKIVREKKILEVHIDKGMKDGQKITFHGEGDQEPGLEPGDIIIVLDQKDHAVFTRRGEDLFMCMDIQLVEALCGFQKPISTLDNRTIVITSHPGQIVKHGDI.... Result: 0 (no interaction).